Dataset: Forward reaction prediction with 1.9M reactions from USPTO patents (1976-2016). Task: Predict the product of the given reaction. (1) Given the reactants C([O:4][CH2:5][C:6]1[O:7][C:8]([C:11]2[CH:19]=[C:18]3[C:14]([C:15]([CH3:23])([CH3:22])[C:16](=[O:21])[N:17]3[CH3:20])=[CH:13][CH:12]=2)=[CH:9][N:10]=1)(=O)C.C(=O)([O-])[O-].[K+].[K+], predict the reaction product. The product is: [OH:4][CH2:5][C:6]1[O:7][C:8]([C:11]2[CH:19]=[C:18]3[C:14]([C:15]([CH3:23])([CH3:22])[C:16](=[O:21])[N:17]3[CH3:20])=[CH:13][CH:12]=2)=[CH:9][N:10]=1. (2) The product is: [Cl:8][C:6]1[CH:7]=[C:2]2[C:3]([C:10]([CH2:11][Cl:12])=[C:23]([C:24]([O:25][CH2:19][CH3:20])=[O:32])[C:27](=[O:28])[NH:1]2)=[CH:4][C:5]=1[CH3:9]. Given the reactants [NH2:1][C:2]1[CH:7]=[C:6]([Cl:8])[C:5]([CH3:9])=[CH:4][C:3]=1[C:10](=O)[CH2:11][Cl:12].C(N([CH2:19][CH3:20])CC)C.C([CH:23]([C:27](Cl)=[O:28])[C:24](Cl)=[O:25])C.C([O-:32])C.[Na+].[Na], predict the reaction product. (3) Given the reactants [CH3:1][O:2][C:3]1[CH:9]=[CH:8][C:6]([NH2:7])=[CH:5][C:4]=1[N+:10]([O-:12])=[O:11].Cl.[C:14](Cl)(=[O:21])[C:15]1[CH:20]=[CH:19][N:18]=[CH:17][CH:16]=1.[OH-].[Na+], predict the reaction product. The product is: [CH3:1][O:2][C:3]1[CH:9]=[CH:8][C:6]([NH:7][C:14](=[O:21])[C:15]2[CH:20]=[CH:19][N:18]=[CH:17][CH:16]=2)=[CH:5][C:4]=1[N+:10]([O-:12])=[O:11]. (4) Given the reactants [O:1]=[C:2]1[NH:6][C@H:5]([C:7]([O:9][CH3:10])=[O:8])[CH2:4][CH2:3]1.[CH3:11][C:12]([O:15][C:16](O[C:16]([O:15][C:12]([CH3:14])([CH3:13])[CH3:11])=[O:17])=[O:17])([CH3:14])[CH3:13].Cl, predict the reaction product. The product is: [O:1]=[C:2]1[N:6]([C:16]([O:15][C:12]([CH3:14])([CH3:13])[CH3:11])=[O:17])[C@H:5]([C:7]([O:9][CH3:10])=[O:8])[CH2:4][CH2:3]1. (5) Given the reactants Br[C:2]1[CH:10]=[CH:9][CH:8]=[C:7]2[C:3]=1[C:4](=[O:20])[C:5](=[O:19])[N:6]2[CH2:11][C:12]1[CH:17]=[CH:16][CH:15]=[C:14]([F:18])[CH:13]=1.C1(P(C2CCCCC2)C2C=CC=CC=2C2C(C(C)C)=CC(C(C)C)=CC=2C(C)C)CCCCC1.C(=O)([O-])[O-].[K+].[K+].[C:61]([N:68]1[CH2:73][CH2:72][NH:71][CH2:70][CH2:69]1)([O:63][C:64]([CH3:67])([CH3:66])[CH3:65])=[O:62], predict the reaction product. The product is: [C:64]([O:63][C:61]([N:68]1[CH2:73][CH2:72][N:71]([C:2]2[CH:10]=[CH:9][CH:8]=[C:7]3[C:3]=2[C:4](=[O:20])[C:5](=[O:19])[N:6]3[CH2:11][C:12]2[CH:17]=[CH:16][CH:15]=[C:14]([F:18])[CH:13]=2)[CH2:70][CH2:69]1)=[O:62])([CH3:67])([CH3:65])[CH3:66]. (6) Given the reactants [NH:1]1[C:5]([C:6]([OH:8])=O)=[CH:4][C:3]([C:9]([OH:11])=[O:10])=[N:2]1.CCN(C(C)C)C(C)C.CN(C(ON1N=NC2C=CC=NC1=2)=[N+](C)C)C.F[P-](F)(F)(F)(F)F.[NH2:45][C@H:46]([CH2:54][C:55]1[CH:60]=[CH:59][C:58]([C:61]2[CH:66]=[CH:65][CH:64]=[CH:63][CH:62]=2)=[CH:57][CH:56]=1)[CH2:47][C:48]1([C:51]([OH:53])=[O:52])[CH2:50][CH2:49]1, predict the reaction product. The product is: [C:58]1([C:61]2[CH:62]=[CH:63][CH:64]=[CH:65][CH:66]=2)[CH:57]=[CH:56][C:55]([CH2:54][C@@H:46]([NH:45][C:6]([C:5]2[CH:4]=[C:3]([C:9]([OH:11])=[O:10])[NH:2][N:1]=2)=[O:8])[CH2:47][C:48]2([C:51]([OH:53])=[O:52])[CH2:50][CH2:49]2)=[CH:60][CH:59]=1. (7) Given the reactants C(Cl)(=O)C1C=CC=CC=1.[N:10]1([CH2:15][CH2:16][O:17][C:18]2[CH:19]=[C:20]3[C:25](=[CH:26][CH:27]=2)[N+:24]([O-])=[CH:23][CH:22]=[CH:21]3)[CH:14]=[CH:13][N:12]=[N:11]1.[NH:29]1[C:37]2[C:32](=[CH:33][CH:34]=[CH:35][CH:36]=2)[CH2:31][C:30]1=[O:38].C(=O)(O)[O-].[Na+], predict the reaction product. The product is: [N:10]1([CH2:15][CH2:16][O:17][C:18]2[CH:19]=[C:20]3[C:25](=[CH:26][CH:27]=2)[NH:24][C:23](=[C:31]2[C:32]4[C:37](=[CH:36][CH:35]=[CH:34][CH:33]=4)[NH:29][C:30]2=[O:38])[CH:22]=[CH:21]3)[CH:14]=[CH:13][N:12]=[N:11]1.